This data is from Peptide-MHC class II binding affinity with 134,281 pairs from IEDB. The task is: Regression. Given a peptide amino acid sequence and an MHC pseudo amino acid sequence, predict their binding affinity value. This is MHC class II binding data. (1) The peptide sequence is FDNIYSVNIERGLGL. The MHC is DRB1_1101 with pseudo-sequence DRB1_1101. The binding affinity (normalized) is 0.377. (2) The peptide sequence is SDDQISIMKLPLSTK. The MHC is DRB1_0401 with pseudo-sequence DRB1_0401. The binding affinity (normalized) is 0.821. (3) The peptide sequence is GCGSCFEIKCTKPEA. The MHC is DRB1_1602 with pseudo-sequence DRB1_1602. The binding affinity (normalized) is 0.110. (4) The peptide sequence is AMCRTPFSLAEGIVL. The MHC is HLA-DQA10102-DQB10501 with pseudo-sequence HLA-DQA10102-DQB10501. The binding affinity (normalized) is 0.589. (5) The peptide sequence is SSNPTILSEGNSFTA. The MHC is HLA-DQA10101-DQB10501 with pseudo-sequence HLA-DQA10101-DQB10501. The binding affinity (normalized) is 0.0161. (6) The peptide sequence is RTFVATFGAASNKAF. The MHC is HLA-DPA10301-DPB10402 with pseudo-sequence HLA-DPA10301-DPB10402. The binding affinity (normalized) is 0.384.